From a dataset of Peptide-MHC class I binding affinity with 185,985 pairs from IEDB/IMGT. Regression. Given a peptide amino acid sequence and an MHC pseudo amino acid sequence, predict their binding affinity value. This is MHC class I binding data. (1) The peptide sequence is LYILVTCLGL. The MHC is HLA-A24:02 with pseudo-sequence HLA-A24:02. The binding affinity (normalized) is 0.376. (2) The peptide sequence is KLAKEKKLL. The MHC is HLA-A02:03 with pseudo-sequence HLA-A02:03. The binding affinity (normalized) is 0.338. (3) The peptide sequence is EGNLAQGFR. The MHC is HLA-B35:01 with pseudo-sequence HLA-B35:01. The binding affinity (normalized) is 0.0847. (4) The peptide sequence is KPDGSDSMDV. The MHC is HLA-B54:01 with pseudo-sequence HLA-B54:01. The binding affinity (normalized) is 0. (5) The peptide sequence is RTFFLTQGA. The MHC is HLA-A02:01 with pseudo-sequence HLA-A02:01. The binding affinity (normalized) is 0.257. (6) The peptide sequence is WQFAIHYSF. The MHC is HLA-B08:02 with pseudo-sequence YDSEYRNIFTNTDENTAYLSYNYYTWAVDAYTWY. The binding affinity (normalized) is 0.0847. (7) The peptide sequence is VVLLRAYAK. The MHC is HLA-A03:01 with pseudo-sequence HLA-A03:01. The binding affinity (normalized) is 0.522. (8) The peptide sequence is NPQGERRAF. The MHC is HLA-A26:01 with pseudo-sequence HLA-A26:01. The binding affinity (normalized) is 0.213. (9) The peptide sequence is SIPHTHVTNI. The MHC is Mamu-A01 with pseudo-sequence Mamu-A01. The binding affinity (normalized) is 0.498. (10) The peptide sequence is SPAIFQCSM. The MHC is HLA-B58:01 with pseudo-sequence HLA-B58:01. The binding affinity (normalized) is 0.